Dataset: CYP2C19 inhibition data for predicting drug metabolism from PubChem BioAssay. Task: Regression/Classification. Given a drug SMILES string, predict its absorption, distribution, metabolism, or excretion properties. Task type varies by dataset: regression for continuous measurements (e.g., permeability, clearance, half-life) or binary classification for categorical outcomes (e.g., BBB penetration, CYP inhibition). Dataset: cyp2c19_veith. (1) The compound is C=Cc1c(C)c2cc3nc(cc4[nH]c(cc5nc(cc1[nH]2)C(C)=C5CCC(=O)O)c(CCC(=O)OC)c4C)[C@@]1(C)C3=CC=C(C(=O)OC)[C@H]1C(=O)OC.C=Cc1c(C)c2cc3nc(cc4[nH]c(cc5nc(cc1[nH]2)C(C)=C5CCC(=O)OC)c(CCC(=O)O)c4C)[C@@]1(C)C3=CC=C(C(=O)OC)[C@H]1C(=O)OC. The result is 1 (inhibitor). (2) The compound is CCC(C)(C)N=C(NC#N)Nc1cccnc1. The result is 0 (non-inhibitor). (3) The molecule is COC(=O)C1CCN(CC(=O)Nc2sc3c(c2C#N)CCC3)CC1. The result is 1 (inhibitor). (4) The compound is CN1CCCC[C@@H]1CCN1c2ccccc2Sc2ccc(S(C)=O)cc21.O=S(=O)(O)c1ccccc1. The result is 0 (non-inhibitor). (5) The drug is C[C@@H](CN)CC(=O)O.C[C@@H](CN)CC(=O)O.O=S(=O)(O)c1cccc2c(S(=O)(=O)O)cccc12. The result is 0 (non-inhibitor). (6) The result is 1 (inhibitor). The drug is CCc1nnc2sc(-c3ccc(NC(=O)c4ccco4)cc3)nn12.